From a dataset of Full USPTO retrosynthesis dataset with 1.9M reactions from patents (1976-2016). Predict the reactants needed to synthesize the given product. (1) Given the product [F:41][C:42]1([F:46])[CH2:45][N:44]([C:4](=[O:6])/[CH:3]=[CH:2]\[I:1])[CH2:43]1, predict the reactants needed to synthesize it. The reactants are: [I:1]/[CH:2]=[CH:3]\[C:4]([OH:6])=O.CCN(C(C)C)C(C)C.CN(C(ON1N=NC2C=CC=NC1=2)=[N+](C)C)C.F[P-](F)(F)(F)(F)F.Cl.[F:41][C:42]1([F:46])[CH2:45][NH:44][CH2:43]1. (2) Given the product [F:25][C:23]1[CH:22]=[C:21]([F:26])[CH:20]=[C:19]2[C:24]=1[C:15]([NH:14][C:3]1[CH:4]=[C:5]([N:8]3[CH2:13][CH2:12][O:11][CH2:10][CH2:9]3)[N:6]=[CH:7][C:2]=1[C:38]1[CH:37]=[N:36][C:35]([NH2:34])=[CH:40][CH:39]=1)=[C:16]([CH3:33])[C:17]([C:27]1[CH:32]=[CH:31][CH:30]=[CH:29][N:28]=1)=[N:18]2, predict the reactants needed to synthesize it. The reactants are: Br[C:2]1[C:3]([NH:14][C:15]2[C:24]3[C:19](=[CH:20][C:21]([F:26])=[CH:22][C:23]=3[F:25])[N:18]=[C:17]([C:27]3[CH:32]=[CH:31][CH:30]=[CH:29][N:28]=3)[C:16]=2[CH3:33])=[CH:4][C:5]([N:8]2[CH2:13][CH2:12][O:11][CH2:10][CH2:9]2)=[N:6][CH:7]=1.[NH2:34][C:35]1[CH:40]=[CH:39][C:38](B(O)O)=[CH:37][N:36]=1.C1(P(C2CCCCC2)C2CCCCC2)CCCCC1.[O-]P([O-])([O-])=O.[K+].[K+].[K+].